Predict the reaction yield, written as a fraction of the theoretical maximum amount of product (1.0 means a 100% yield; for example, 0.34 means a 34% yield). From a dataset of Reaction yield outcomes from USPTO patents with 853,638 reactions. (1) The reactants are [NH2:1][C:2]1[CH:10]=[CH:9][C:8]([O:11][CH3:12])=[CH:7][C:3]=1[C:4]([OH:6])=O.C(O)(=O)C.[O-:17][C:18]#[N:19].[K+].[OH-].[Na+]. The catalyst is O. The product is [CH3:12][O:11][C:8]1[CH:7]=[C:3]2[C:2](=[CH:10][CH:9]=1)[NH:1][C:18](=[O:17])[NH:19][C:4]2=[O:6]. The yield is 0.500. (2) The reactants are [NH2:1][C@H:2]1[CH2:7][CH2:6][N:5]([C:8]([O:10][C:11]([CH3:14])([CH3:13])[CH3:12])=[O:9])[CH2:4][C@H:3]1[O:15][CH2:16][CH3:17].[Cl:18][C:19]1[N:20]=[C:21]([C:26](O)=[O:27])[NH:22][C:23]=1[CH2:24][CH3:25].CCN=C=NCCCN(C)C.Cl.C1C=CC2N(O)N=NC=2C=1. The catalyst is ClCCl.CC(N(C)C)=O. The product is [Cl:18][C:19]1[N:20]=[C:21]([C:26]([NH:1][C@H:2]2[CH2:7][CH2:6][N:5]([C:8]([O:10][C:11]([CH3:12])([CH3:13])[CH3:14])=[O:9])[CH2:4][C@H:3]2[O:15][CH2:16][CH3:17])=[O:27])[NH:22][C:23]=1[CH2:24][CH3:25]. The yield is 0.820. (3) The reactants are [CH3:1][C@H:2]1[CH2:6][CH2:5][CH2:4][N:3]1[C:7]1[C:8]([C:21]2[CH:25]=[CH:24][N:23]([Si](C(C)C)(C(C)C)C(C)C)[CH:22]=2)=[N:9][C:10]2[C:15]([N:16]=1)=[CH:14][C:13]([C:17]([O:19][CH3:20])=[O:18])=[CH:12][CH:11]=2.[F-].C([N+](CCCC)(CCCC)CCCC)CCC. The catalyst is O1CCCC1. The product is [CH3:1][C@H:2]1[CH2:6][CH2:5][CH2:4][N:3]1[C:7]1[C:8]([C:21]2[CH:25]=[CH:24][NH:23][CH:22]=2)=[N:9][C:10]2[C:15]([N:16]=1)=[CH:14][C:13]([C:17]([O:19][CH3:20])=[O:18])=[CH:12][CH:11]=2. The yield is 0.980. (4) The reactants are Cl[C:2]1[C:7]([NH:8][CH2:9][CH2:10][O:11][C:12]2[CH:17]=[CH:16][CH:15]=[CH:14][CH:13]=2)=[N:6][CH:5]=[CH:4][N:3]=1.[NH:18]1[CH2:23][CH2:22][NH:21][CH2:20][CH2:19]1.C([O-])([O-])=O.[K+].[K+]. The catalyst is C(#N)C.C(Cl)Cl.C(Cl)(Cl)Cl. The product is [O:11]([CH2:10][CH2:9][NH:8][C:7]1[C:2]([N:18]2[CH2:23][CH2:22][NH:21][CH2:20][CH2:19]2)=[N:3][CH:4]=[CH:5][N:6]=1)[C:12]1[CH:17]=[CH:16][CH:15]=[CH:14][CH:13]=1. The yield is 0.780. (5) The reactants are [C:1]([O-])([O-])=O.[Cs+].[Cs+].I[CH:8]([CH3:10])[CH3:9].[F:11][C:12]1[CH:17]=[CH:16][C:15]([C:18]2[C:22]([C:23]3[CH:28]=[CH:27][N:26]=[C:25]([NH:29][CH:30]([CH3:32])[CH3:31])[N:24]=3)=[CH:21][NH:20][N:19]=2)=[CH:14][CH:13]=1. The catalyst is CN(C)C=O. The product is [F:11][C:12]1[CH:17]=[CH:16][C:15]([C:18]2[C:22]([C:23]3[CH:28]=[CH:27][N:26]=[C:25]([NH:29][CH:30]([CH3:32])[CH3:31])[N:24]=3)=[CH:21][N:20]([CH2:9][CH:8]([CH3:10])[CH3:1])[N:19]=2)=[CH:14][CH:13]=1. The yield is 0.400. (6) The reactants are [Cl:1][C:2]1[CH:3]=[CH:4][C:5]([S:9][CH3:10])=[C:6]([CH:8]=1)[NH2:7].[Cl:11][C:12]1[CH:17]=[CH:16][C:15]([S:18](Cl)(=[O:20])=[O:19])=[C:14]([F:22])[CH:13]=1. No catalyst specified. The product is [Cl:11][C:12]1[CH:17]=[CH:16][C:15]([S:18]([NH:7][C:6]2[CH:8]=[C:2]([Cl:1])[CH:3]=[CH:4][C:5]=2[S:9][CH3:10])(=[O:19])=[O:20])=[C:14]([F:22])[CH:13]=1. The yield is 0.660. (7) The catalyst is ClCCCl.S([O-])([O-])(=O)=O.[Cu+2]. The reactants are [Br:1][C:2]1[CH:3]=[C:4]([CH:7]=[C:8]([F:10])[CH:9]=1)[CH:5]=O.[CH3:11][C:12]([S@@:15]([NH2:17])=[O:16])([CH3:14])[CH3:13]. The yield is 0.990. The product is [Br:1][C:2]1[CH:3]=[C:4]([CH:7]=[C:8]([F:10])[CH:9]=1)/[CH:5]=[N:17]/[S@:15]([C:12]([CH3:14])([CH3:13])[CH3:11])=[O:16]. (8) The reactants are [I:1][C:2]1[CH:8]=[C:7]([N+:9]([O-:11])=[O:10])[CH:6]=[CH:5][C:3]=1[NH2:4].[Si:12]([O:19][CH2:20][CH:21]=O)([C:15]([CH3:18])([CH3:17])[CH3:16])([CH3:14])[CH3:13].C(O)(C(F)(F)F)=O.[BH3-]C#N.[Na+]. The catalyst is CO. The product is [C:15]([Si:12]([CH3:14])([CH3:13])[O:19][CH2:20][CH2:21][NH:4][C:3]1[CH:5]=[CH:6][C:7]([N+:9]([O-:11])=[O:10])=[CH:8][C:2]=1[I:1])([CH3:18])([CH3:17])[CH3:16]. The yield is 0.250. (9) The reactants are [NH2:1][C:2]1[CH:6]=[C:5]([C:7]([N:9]([O:11][CH3:12])[CH3:10])=[O:8])[NH:4][N:3]=1.[CH3:13][C:14](=O)[CH2:15][CH2:16][C:17](=O)[CH3:18]. The catalyst is O.C1(C)C=CC(S(O)(=O)=O)=CC=1.C1(C)C=CC=CC=1. The product is [CH3:18][C:17]1[N:1]([C:2]2[CH:6]=[C:5]([C:7]([N:9]([O:11][CH3:12])[CH3:10])=[O:8])[NH:4][N:3]=2)[C:14]([CH3:13])=[CH:15][CH:16]=1. The yield is 0.650. (10) The reactants are C([N:9]1[CH2:22][CH2:21][C:20]2[C:19]3[C:18]([C:23]4[CH:28]=[CH:27][CH:26]=[CH:25][C:24]=4[F:29])=[CH:17][CH:16]=[CH:15][C:14]=3[NH:13][C:12]=2[CH2:11][CH2:10]1)(=O)C1C=CC=CC=1.[OH-].[K+].C(O)CO.[NH4+].[OH-]. The catalyst is O.CO.C(Cl)(Cl)Cl. The product is [F:29][C:24]1[CH:25]=[CH:26][CH:27]=[CH:28][C:23]=1[C:18]1[C:19]2[C:20]3[CH2:21][CH2:22][NH:9][CH2:10][CH2:11][C:12]=3[NH:13][C:14]=2[CH:15]=[CH:16][CH:17]=1. The yield is 0.950.